From a dataset of Catalyst prediction with 721,799 reactions and 888 catalyst types from USPTO. Predict which catalyst facilitates the given reaction. (1) Reactant: [CH2:1]([N:5]([CH2:15][CH2:16][CH2:17][CH3:18])[C:6]1[CH:13]=[CH:12][C:9]([CH:10]=[O:11])=[C:8]([OH:14])[CH:7]=1)[CH2:2][CH2:3][CH3:4].[CH2:19](Br)[C:20]1[CH:25]=[CH:24][CH:23]=[CH:22][CH:21]=1.C(=O)([O-])[O-].[K+].[K+].O. Product: [CH2:19]([O:14][C:8]1[CH:7]=[C:6]([N:5]([CH2:15][CH2:16][CH2:17][CH3:18])[CH2:1][CH2:2][CH2:3][CH3:4])[CH:13]=[CH:12][C:9]=1[CH:10]=[O:11])[C:20]1[CH:25]=[CH:24][CH:23]=[CH:22][CH:21]=1. The catalyst class is: 435. (2) The catalyst class is: 3. Product: [Cl:60][C:61]1[CH:62]=[CH:63][C:64]([C:65](=[N:67][OH:68])[NH:66][C:5](=[O:6])[CH2:4][CH:3]([CH2:8][N:9]2[CH2:14][CH2:13][CH2:12][CH:11]([C:15]3[CH:20]=[CH:19][CH:18]=[C:17]([C:21]([F:23])([F:22])[F:24])[CH:16]=3)[CH2:10]2)[C:2]([F:26])([F:1])[F:25])=[CH:69][CH:70]=1. Reactant: [F:1][C:2]([F:26])([F:25])[CH:3]([CH2:8][N:9]1[CH2:14][CH2:13][CH2:12][CH:11]([C:15]2[CH:20]=[CH:19][CH:18]=[C:17]([C:21]([F:24])([F:23])[F:22])[CH:16]=2)[CH2:10]1)[CH2:4][C:5](O)=[O:6].CN(C(ON1N=NC2C=CC=NC1=2)=[N+](C)C)C.F[P-](F)(F)(F)(F)F.CCN(C(C)C)C(C)C.[Cl:60][C:61]1[CH:70]=[CH:69][C:64]([C:65](=[N:67][OH:68])[NH2:66])=[CH:63][CH:62]=1.[Na+].[Cl-].O. (3) The catalyst class is: 259. Product: [CH3:1][C:2]1[CH:7]=[CH:6][C:5]([C@H:8]([NH:10][C:15]2[C:14]3[N:18]=[CH:19][N:20]([C:13]=3[N:12]=[CH:11][N:16]=2)[C@@H:21]2[O:25][C@H:24]([CH2:26][OH:27])[C@@H:23]([OH:28])[C@H:22]2[OH:29])[CH3:9])=[CH:4][CH:3]=1. Reactant: [CH3:1][C:2]1[CH:7]=[CH:6][C:5]([C@H:8]([NH2:10])[CH3:9])=[CH:4][CH:3]=1.[CH:11]1[N:16]=[C:15](Cl)[C:14]2[N:18]=[CH:19][N:20]([C@@H:21]3[O:25][C@H:24]([CH2:26][OH:27])[C@@H:23]([OH:28])[C@H:22]3[OH:29])[C:13]=2[N:12]=1. (4) Reactant: [C:1]1([C@H:7]([NH2:10])[CH2:8]C)[CH:6]=[CH:5][CH:4]=[CH:3][CH:2]=1.Cl[C:12]1[N:20]=[CH:19][N:18]=[C:17]2[C:13]=1[NH:14][CH:15]=[N:16]2. Product: [C:1]1([C@H:7]([NH:10][C:12]2[N:20]=[CH:19][N:18]=[C:17]3[C:13]=2[NH:14][CH:15]=[N:16]3)[CH3:8])[CH:2]=[CH:3][CH:4]=[CH:5][CH:6]=1. The catalyst class is: 14.